Predict the reactants needed to synthesize the given product. From a dataset of Retrosynthesis with 50K atom-mapped reactions and 10 reaction types from USPTO. Given the product CC(C=NN(C)c1ccccc1)=Cc1ccccc1, predict the reactants needed to synthesize it. The reactants are: CC(C=O)=Cc1ccccc1.CN(N)c1ccccc1.